This data is from Full USPTO retrosynthesis dataset with 1.9M reactions from patents (1976-2016). The task is: Predict the reactants needed to synthesize the given product. (1) Given the product [C:1]1([N:7]2[C:11]3[CH:12]=[CH:13][CH:14]=[CH:15][C:10]=3[N:9]=[C:8]2[C@@H:16]([NH:18][C:20]2[C:21]3[CH:28]=[CH:27][NH:26][C:22]=3[N:23]=[CH:24][N:25]=2)[CH3:17])[CH:2]=[CH:3][CH:4]=[CH:5][CH:6]=1, predict the reactants needed to synthesize it. The reactants are: [C:1]1([N:7]2[C:11]3[CH:12]=[CH:13][CH:14]=[CH:15][C:10]=3[N:9]=[C:8]2[C@@H:16]([NH2:18])[CH3:17])[CH:6]=[CH:5][CH:4]=[CH:3][CH:2]=1.Cl[C:20]1[C:21]2[CH:28]=[CH:27][NH:26][C:22]=2[N:23]=[CH:24][N:25]=1.C(N(C(C)C)C(C)C)C. (2) Given the product [Cl:25][C:7]1[N:6]2[N:19]=[C:20]([CH3:22])[N:21]=[C:5]2[N:4]=[C:3]([CH2:1][CH3:2])[C:8]=1[CH2:9][CH2:10][CH:11]([CH3:17])[CH2:12][C:13]([CH3:16])([CH3:15])[CH3:14], predict the reactants needed to synthesize it. The reactants are: [CH2:1]([C:3]1[C:8]([CH2:9][CH2:10][CH:11]([CH3:17])[CH2:12][C:13]([CH3:16])([CH3:15])[CH3:14])=[C:7](O)[N:6]2[N:19]=[C:20]([CH3:22])[N:21]=[C:5]2[N:4]=1)[CH3:2].P(Cl)(Cl)([Cl:25])=O. (3) Given the product [CH:16]1[C:3]([OH:4])=[CH:2][C:5]2[O:6][C:10]([CH:12]=[CH:13][C:14]=2[CH:15]=1)=[O:9], predict the reactants needed to synthesize it. The reactants are: C(O)[C:2](N)([CH2:5][OH:6])[CH2:3][OH:4].[O:9]1C2[C:14](=[CH:15][CH:16]=CC=2)[CH:13]=[CH:12][C:10]1=O.C1N=C(N)C2N=CN([C@@H]3O[C@H](COP(OP(OC[C@H]4O[C@@H](N5C=C(C(N)=O)CC=C5)[C@H](O)[C@@H]4O)(O)=O)(O)=O)[C@@H](O)[C@H]3OP(O)(O)=O)C=2N=1.ClC(Cl)(Cl)C(O)=O. (4) Given the product [NH2:12][C@H:8]1[CH2:7][C:5]2[C:4](=[CH:3][CH:2]=[CH:1][CH:6]=2)[N:13]([OH:15])[C:9]1=[O:10], predict the reactants needed to synthesize it. The reactants are: [CH:1]1[CH:6]=[C:5]([CH2:7][C@H:8]([NH2:12])[C:9](O)=[O:10])[C:4]([N+:13]([O-:15])=O)=[CH:3][CH:2]=1. (5) Given the product [Cl:34][C:17]1[C:18]([C:22]([NH:24][CH2:25][CH2:26][C:27]2[CH:32]=[CH:31][CH:30]=[CH:29][C:28]=2[Cl:33])=[O:23])=[C:19]2[C:14](=[CH:15][CH:16]=1)[N:13]=[C:12]([N:9]1[CH2:10][CH2:11][CH:6]([C:4]([OH:5])=[O:3])[CH2:7][CH2:8]1)[CH:21]=[CH:20]2, predict the reactants needed to synthesize it. The reactants are: C([O:3][C:4]([CH:6]1[CH2:11][CH2:10][N:9]([C:12]2[CH:21]=[CH:20][C:19]3[C:14](=[CH:15][CH:16]=[C:17]([Cl:34])[C:18]=3[C:22]([NH:24][CH2:25][CH2:26][C:27]3[CH:32]=[CH:31][CH:30]=[CH:29][C:28]=3[Cl:33])=[O:23])[N:13]=2)[CH2:8][CH2:7]1)=[O:5])C.Cl.